The task is: Predict the product of the given reaction.. This data is from Forward reaction prediction with 1.9M reactions from USPTO patents (1976-2016). The product is: [ClH:39].[CH2:1]([O:8][C:9]1[C:10]([NH:16][C:17]2[S:18][CH:19]=[C:20]([CH3:22])[N:21]=2)=[N:11][CH:12]=[C:13]([C:30]([C:33]2[CH:38]=[CH:37][CH:36]=[CH:35][CH:34]=2)=[CH2:31])[CH:14]=1)[C:2]1[CH:7]=[CH:6][CH:5]=[CH:4][CH:3]=1. Given the reactants [CH2:1]([O:8][C:9]1[C:10]([NH:16][C:17]2[S:18][CH:19]=[C:20]([CH3:22])[N:21]=2)=[N:11][CH:12]=[C:13](Br)[CH:14]=1)[C:2]1[CH:7]=[CH:6][CH:5]=[CH:4][CH:3]=1.[Li]C.C([Li])CCC.[C:30]([C:33]1[CH:38]=[CH:37][CH:36]=[CH:35][CH:34]=1)(=O)[CH3:31].[ClH:39].C(=O)(O)[O-].[Na+], predict the reaction product.